From a dataset of Forward reaction prediction with 1.9M reactions from USPTO patents (1976-2016). Predict the product of the given reaction. Given the reactants [NH2:1][C:2]1[CH:7]=[CH:6][C:5]([C:8]([CH3:14])([CH3:13])[C:9]([NH:11][CH3:12])=[O:10])=[CH:4][CH:3]=1.CCN(C(C)C)C(C)C.[Cl:24][C:25]1[C:26]([F:54])=[C:27]([C@@H:31]2[C@:35]([C:38]3[CH:43]=[CH:42][C:41]([Cl:44])=[CH:40][C:39]=3[F:45])([C:36]#[N:37])[C@H:34]([CH2:46][C:47]([CH3:50])([CH3:49])[CH3:48])[NH:33][C@H:32]2[C:51](O)=[O:52])[CH:28]=[CH:29][CH:30]=1.CN(C(ON1N=NC2C=CC=NC1=2)=[N+](C)C)C.F[P-](F)(F)(F)(F)F, predict the reaction product. The product is: [CH3:13][C:8]([C:5]1[CH:4]=[CH:3][C:2]([NH:1][C:51]([C@@H:32]2[C@@H:31]([C:27]3[CH:28]=[CH:29][CH:30]=[C:25]([Cl:24])[C:26]=3[F:54])[C@@:35]([C:38]3[CH:43]=[CH:42][C:41]([Cl:44])=[CH:40][C:39]=3[F:45])([C:36]#[N:37])[C@@H:34]([CH2:46][C:47]([CH3:50])([CH3:49])[CH3:48])[NH:33]2)=[O:52])=[CH:7][CH:6]=1)([C:9](=[O:10])[NH:11][CH3:12])[CH3:14].